From a dataset of Reaction yield outcomes from USPTO patents with 853,638 reactions. Predict the reaction yield, written as a fraction of the theoretical maximum amount of product (1.0 means a 100% yield; for example, 0.34 means a 34% yield). (1) The reactants are Br[C:2]1[CH:11]=[C:10]2[C:5]([CH:6]=[C:7]([C:12]([O:14][CH2:15][CH3:16])=[O:13])[CH:8]=[N:9]2)=[N:4][CH:3]=1.C(=O)([O-])[O-].[Cs+].[Cs+].C1(C)C=CC=CC=1.[NH:30]1[CH2:34][CH2:33][CH2:32][CH2:31]1. The catalyst is CC1C=CC=CC=1[P](C1C=CC=CC=1C)([Pd](Cl)(Cl)[P](C1=C(C)C=CC=C1)(C1C=CC=CC=1C)C1C=CC=CC=1C)C1C=CC=CC=1C.C1(P(C2C=CC=CC=2)C2C=CC3C(=CC=CC=3)C=2C2C3C(=CC=CC=3)C=CC=2P(C2C=CC=CC=2)C2C=CC=CC=2)C=CC=CC=1. The product is [N:30]1([C:2]2[CH:11]=[C:10]3[C:5]([CH:6]=[C:7]([C:12]([O:14][CH2:15][CH3:16])=[O:13])[CH:8]=[N:9]3)=[N:4][CH:3]=2)[CH2:34][CH2:33][CH2:32][CH2:31]1. The yield is 0.780. (2) The yield is 0.900. The reactants are [N+:1]([C:4]1[CH:5]=[CH:6][CH:7]=[C:8]2[C:12]=1[C:11](=[O:13])[N:10]([O:14]CC1C=CC=CC=1)[CH2:9]2)([O-])=O.[H][H]. The product is [NH2:1][C:4]1[CH:5]=[CH:6][CH:7]=[C:8]2[C:12]=1[C:11](=[O:13])[N:10]([OH:14])[CH2:9]2. The catalyst is CO.[Pd]. (3) The reactants are [H-].[Na+].[CH3:3][CH:4]1[CH2:9][CH2:8][CH2:7][CH:6]([CH3:10])[CH:5]1[OH:11].[CH2:12]([O:19][C:20]1[C:24]([O:25][CH2:26][C:27]2[CH:32]=[CH:31][CH:30]=[CH:29][CH:28]=2)=[C:23]([C:33](=[O:37])[N:34]([CH3:36])[CH3:35])[N:22]([C:38]2[CH:43]=[CH:42][C:41]([O:44][CH3:45])=[CH:40][CH:39]=2)[C:21]=1[C:46](OCC)=[O:47])[C:13]1[CH:18]=[CH:17][CH:16]=[CH:15][CH:14]=1. The catalyst is CN(C=O)C. The product is [CH2:12]([O:19][C:20]1[C:24]([O:25][CH2:26][C:27]2[CH:32]=[CH:31][CH:30]=[CH:29][CH:28]=2)=[C:23]([C:33](=[O:37])[N:34]([CH3:35])[CH3:36])[N:22]([C:38]2[CH:43]=[CH:42][C:41]([O:44][CH3:45])=[CH:40][CH:39]=2)[C:21]=1[C:46]([O:11][CH:5]1[CH:6]([CH3:10])[CH2:7][CH2:8][CH2:9][CH:4]1[CH3:3])=[O:47])[C:13]1[CH:14]=[CH:15][CH:16]=[CH:17][CH:18]=1. The yield is 0.200.